This data is from Peptide-MHC class II binding affinity with 134,281 pairs from IEDB. The task is: Regression. Given a peptide amino acid sequence and an MHC pseudo amino acid sequence, predict their binding affinity value. This is MHC class II binding data. (1) The peptide sequence is LQYGWKTWGKNLVFS. The MHC is DRB1_0801 with pseudo-sequence DRB1_0801. The binding affinity (normalized) is 0.569. (2) The peptide sequence is DVKFPGGGQIVGGMY. The MHC is HLA-DQA10501-DQB10301 with pseudo-sequence HLA-DQA10501-DQB10301. The binding affinity (normalized) is 0.638. (3) The peptide sequence is KIGIGVLLTWIGLNS. The MHC is DRB1_0401 with pseudo-sequence DRB1_0401. The binding affinity (normalized) is 0.344. (4) The peptide sequence is YEGLSYRSLQPEEFA. The MHC is DRB4_0101 with pseudo-sequence DRB4_0103. The binding affinity (normalized) is 0.218. (5) The peptide sequence is PYGATISATPEWATP. The MHC is DRB1_0701 with pseudo-sequence DRB1_0701. The binding affinity (normalized) is 0.428.